From a dataset of Catalyst prediction with 721,799 reactions and 888 catalyst types from USPTO. Predict which catalyst facilitates the given reaction. Reactant: [H-].[Na+].[CH3:3][S:4]([NH2:7])(=[O:6])=[O:5].[F:8][C:9]1[CH:18]=[CH:17][C:16]2[NH:15][CH:14]([C:19]3[CH:24]=[CH:23][CH:22]=[C:21]([N:25]4[CH2:30][CH2:29][O:28][CH2:27][CH2:26]4)[CH:20]=3)[C:13]([CH3:32])([CH3:31])[CH2:12][C:11]=2[C:10]=1[C:33](O)=[O:34].C(N1C=CN=C1)(N1C=CN=C1)=O. Product: [F:8][C:9]1[CH:18]=[CH:17][C:16]2[NH:15][CH:14]([C:19]3[CH:24]=[CH:23][CH:22]=[C:21]([N:25]4[CH2:26][CH2:27][O:28][CH2:29][CH2:30]4)[CH:20]=3)[C:13]([CH3:31])([CH3:32])[CH2:12][C:11]=2[C:10]=1[C:33]([NH:7][S:4]([CH3:3])(=[O:6])=[O:5])=[O:34]. The catalyst class is: 9.